This data is from Peptide-MHC class I binding affinity with 185,985 pairs from IEDB/IMGT. The task is: Regression. Given a peptide amino acid sequence and an MHC pseudo amino acid sequence, predict their binding affinity value. This is MHC class I binding data. The binding affinity (normalized) is 0.0847. The peptide sequence is YMLDMTFPV. The MHC is HLA-C06:02 with pseudo-sequence HLA-C06:02.